This data is from Full USPTO retrosynthesis dataset with 1.9M reactions from patents (1976-2016). The task is: Predict the reactants needed to synthesize the given product. (1) Given the product [C:15]1([CH:14]([C:2]2[CH:3]=[CH:4][CH:5]=[CH:6][CH:7]=2)[OH:21])[CH:20]=[CH:19][CH:18]=[CH:17][CH:16]=1, predict the reactants needed to synthesize it. The reactants are: Br[C:2]1[CH:7]=[CH:6][C:5](OCC)=[CH:4][CH:3]=1.[Mg].II.[CH2:14]([O:21]C1C=CC=CC=1C=O)[C:15]1[CH:20]=[CH:19][CH:18]=[CH:17][CH:16]=1.[Cl-].[NH4+]. (2) Given the product [OH:39]/[N:38]=[C:2](/[C:27]1[CH:32]=[CH:31][N:30]=[C:29]([C:33]([F:35])([F:34])[F:36])[CH:28]=1)\[CH2:3][C@H:4]([C:12]1[CH:17]=[CH:16][C:15]([C:18]2[CH:19]=[CH:20][C:21]([C:24]([OH:26])=[O:25])=[CH:22][CH:23]=2)=[CH:14][CH:13]=1)[C:5]1[CH:10]=[CH:9][CH:8]=[CH:7][C:6]=1[CH3:11], predict the reactants needed to synthesize it. The reactants are: O=[C:2]([C:27]1[CH:32]=[CH:31][N:30]=[C:29]([C:33]([F:36])([F:35])[F:34])[CH:28]=1)[CH2:3][C@H:4]([C:12]1[CH:17]=[CH:16][C:15]([C:18]2[CH:23]=[CH:22][C:21]([C:24]([OH:26])=[O:25])=[CH:20][CH:19]=2)=[CH:14][CH:13]=1)[C:5]1[CH:10]=[CH:9][CH:8]=[CH:7][C:6]=1[CH3:11].Cl.[NH2:38][OH:39].C(=O)([O-])O.[Na+]. (3) Given the product [C:21]([C@@H:17]1[CH2:18][CH2:19][CH2:20][N:16]1[C:14]([C@@H:13]1[C@H:12]2[CH2:23][C@H:9]([C@H:10]([O:24][CH2:25][C:26]([NH:33][S:30]([CH3:29])(=[O:32])=[O:31])=[O:27])[CH2:11]2)[N:8]1[C:6]([O:5][C:1]([CH3:4])([CH3:3])[CH3:2])=[O:7])=[O:15])#[N:22], predict the reactants needed to synthesize it. The reactants are: [C:1]([O:5][C:6]([N:8]1[C@H:13]([C:14]([N:16]2[CH2:20][CH2:19][CH2:18][C@H:17]2[C:21]#[N:22])=[O:15])[C@H:12]2[CH2:23][C@@H:9]1[C@H:10]([O:24][CH2:25][C:26](O)=[O:27])[CH2:11]2)=[O:7])([CH3:4])([CH3:3])[CH3:2].[CH3:29][S:30]([NH2:33])(=[O:32])=[O:31].N12CCCN=C1CCCCC2. (4) The reactants are: C(O[C:4](=[C:11]1[C:19]2[C:14](=[CH:15][CH:16]=[C:17]([N+:20]([O-:22])=[O:21])[CH:18]=2)[NH:13][C:12]1=[O:23])[C:5]1[CH:10]=[CH:9][CH:8]=[CH:7][CH:6]=1)C.[C:24]([O:28][C:29]([NH:31][C@@H:32]([C:34]1[CH:40]=[CH:39][C:37]([NH2:38])=[CH:36][CH:35]=1)[CH3:33])=[O:30])([CH3:27])([CH3:26])[CH3:25]. Given the product [C:24]([O:28][C:29]([NH:31][C@@H:32]([C:34]1[CH:40]=[CH:39][C:37]([NH:38]/[C:4](=[C:11]2\[C:12](=[O:23])[NH:13][C:14]3[C:19]\2=[CH:18][C:17]([N+:20]([O-:22])=[O:21])=[CH:16][CH:15]=3)/[C:5]2[CH:10]=[CH:9][CH:8]=[CH:7][CH:6]=2)=[CH:36][CH:35]=1)[CH3:33])=[O:30])([CH3:25])([CH3:26])[CH3:27], predict the reactants needed to synthesize it. (5) Given the product [F:15][C:14]([F:16])([F:17])[C:5]1[CH:6]=[CH:7][C:8]([C:10]([F:12])([F:13])[F:11])=[CH:9][C:4]=1[NH2:1], predict the reactants needed to synthesize it. The reactants are: [N+:1]([C:4]1[CH:9]=[C:8]([C:10]([F:13])([F:12])[F:11])[CH:7]=[CH:6][C:5]=1[C:14]([F:17])([F:16])[F:15])([O-])=O.O.O.Cl[Sn]Cl. (6) The reactants are: [Cl:1][C:2]1[CH:7]=[CH:6][C:5]([C@H:8]([NH:11][C:12]2[N:17]=[C:16]([C:18]#[N:19])[CH:15]=[CH:14][N:13]=2)[CH2:9][CH3:10])=[C:4]([F:20])[C:3]=1[O:21][C:22]1[CH:27]=[CH:26][CH:25]=[CH:24][CH:23]=1. Given the product [ClH:1].[NH2:19][CH2:18][C:16]1[CH:15]=[CH:14][N:13]=[C:12]([NH:11][C@@H:8]([C:5]2[CH:6]=[CH:7][C:2]([Cl:1])=[C:3]([O:21][C:22]3[CH:23]=[CH:24][CH:25]=[CH:26][CH:27]=3)[C:4]=2[F:20])[CH2:9][CH3:10])[N:17]=1, predict the reactants needed to synthesize it.